The task is: Predict the reactants needed to synthesize the given product.. This data is from Full USPTO retrosynthesis dataset with 1.9M reactions from patents (1976-2016). (1) Given the product [NH:14]1[C:21]2=[N:22][CH:23]=[C:17]([C:16]([NH2:12])=[O:6])[CH:18]=[C:19]2[CH:20]=[CH:15]1, predict the reactants needed to synthesize it. The reactants are: CC1C=C(C=CC=1)C(O)=[O:6].O[N:12]1[C:16]2[CH:17]=[CH:18][CH:19]=[CH:20][C:15]=2[N:14]=N1.[CH3:21][N:22]1CCC[C:23]1=O. (2) The reactants are: [OH:1][CH2:2][C:3]1([O:10][C@H:9]([CH2:11][OH:12])[C@@H:7]([OH:8])[C@@H:5]1[OH:6])[OH:4].OC1OC[C@@H](O)[C@H](O)[C@H]1O.OC1O[C@H](CO)[C@H](O)[C@H](O)[C@H]1O. Given the product [OH:4][CH:3]1[O:10][C@H:9]([CH2:11][OH:12])[C@@H:7]([OH:8])[C@H:5]([OH:6])[C@H:2]1[OH:1], predict the reactants needed to synthesize it. (3) Given the product [Cl:1][C:2]1[CH:7]=[C:6]([C:8]#[C:9][C:10]2[N:11]=[C:12]([CH3:15])[N:13]([C:19]3[CH:18]=[C:17]([F:16])[CH:22]=[C:21]([F:23])[CH:20]=3)[CH:14]=2)[CH:5]=[CH:4][N:3]=1, predict the reactants needed to synthesize it. The reactants are: [Cl:1][C:2]1[CH:7]=[C:6]([C:8]#[C:9][C:10]2[N:11]=[C:12]([CH3:15])[NH:13][CH:14]=2)[CH:5]=[CH:4][N:3]=1.[F:16][C:17]1[CH:18]=[C:19](B(O)O)[CH:20]=[C:21]([F:23])[CH:22]=1. (4) Given the product [NH2:40][C:25]1([C:23]([NH:22][CH:15]([C:12]2[CH:11]=[CH:10][C:9]([Cl:8])=[CH:14][CH:13]=2)[CH2:16][C:17]2[S:18][CH:19]=[CH:20][N:21]=2)=[O:24])[CH2:26][CH2:27][N:28]([C:31]2[C:32]3[CH:39]=[CH:38][NH:37][C:33]=3[N:34]=[CH:35][N:36]=2)[CH2:29][CH2:30]1, predict the reactants needed to synthesize it. The reactants are: C(O)(C(F)(F)F)=O.[Cl:8][C:9]1[CH:14]=[CH:13][C:12]([CH:15]([NH:22][C:23]([C:25]2([NH:40]C(=O)OC(C)(C)C)[CH2:30][CH2:29][N:28]([C:31]3[C:32]4[CH:39]=[CH:38][NH:37][C:33]=4[N:34]=[CH:35][N:36]=3)[CH2:27][CH2:26]2)=[O:24])[CH2:16][C:17]2[S:18][CH:19]=[CH:20][N:21]=2)=[CH:11][CH:10]=1. (5) Given the product [CH3:13][O:12][C:11](=[O:14])[NH:8][C:6]1[CH:5]=[CH:4][N:3]=[C:2]([Cl:1])[N:7]=1, predict the reactants needed to synthesize it. The reactants are: [Cl:1][C:2]1[N:7]=[C:6]([NH2:8])[CH:5]=[CH:4][N:3]=1.[H-].[Na+].[C:11](Cl)(=[O:14])[O:12][CH3:13].